From a dataset of Peptide-MHC class I binding affinity with 185,985 pairs from IEDB/IMGT. Regression. Given a peptide amino acid sequence and an MHC pseudo amino acid sequence, predict their binding affinity value. This is MHC class I binding data. (1) The peptide sequence is VDFKTPGTY. The MHC is HLA-A80:01 with pseudo-sequence HLA-A80:01. The binding affinity (normalized) is 0.250. (2) The peptide sequence is REEELRKRL. The MHC is Mamu-B01 with pseudo-sequence Mamu-B01. The binding affinity (normalized) is 0.